This data is from Forward reaction prediction with 1.9M reactions from USPTO patents (1976-2016). The task is: Predict the product of the given reaction. (1) The product is: [Cl:23][C:11]1[C:12]2[C:17](=[CH:16][CH:15]=[C:14]([O:18][CH3:19])[CH:13]=2)[C:8]([C:5]2[CH:6]=[CH:7][C:2]([Cl:1])=[CH:3][CH:4]=2)=[N:9][N:10]=1. Given the reactants [Cl:1][C:2]1[CH:7]=[CH:6][C:5]([C:8]2[C:17]3[C:12](=[CH:13][C:14]([O:18][CH3:19])=[CH:15][CH:16]=3)[C:11](=O)[NH:10][N:9]=2)=[CH:4][CH:3]=1.P(Cl)(Cl)([Cl:23])=O, predict the reaction product. (2) Given the reactants [H-].[H-].[H-].[H-].[Li+].[Al+3].[CH3:7][O:8][C:9]1[CH:10]=[C:11]([CH:16]=[C:17]([O:22][CH3:23])[C:18]=1[CH2:19][CH2:20][CH3:21])[C:12](OC)=[O:13], predict the reaction product. The product is: [CH3:23][O:22][C:17]1[CH:16]=[C:11]([CH:10]=[C:9]([O:8][CH3:7])[C:18]=1[CH2:19][CH2:20][CH3:21])[CH2:12][OH:13]. (3) Given the reactants [CH3:1][O:2][C:3]1[CH:4]=[C:5]([C:11]2[CH:20]=[C:19]3[C:14]([CH:15]=[CH:16][CH:17]=[N:18]3)=[C:13](OS(C(F)(F)F)(=O)=O)[N:12]=2)[CH:6]=[CH:7][C:8]=1[O:9][CH3:10].N[C:30]1[CH:31]=[CH:32][C:33](=[O:36])[NH:34][CH:35]=1.C[C:38]([N:40](C)C)=O, predict the reaction product. The product is: [CH3:1][O:2][C:3]1[CH:4]=[C:5]([C:11]2[CH:20]=[C:19]3[C:14]([CH:15]=[CH:16][CH:17]=[N:18]3)=[C:13]([NH:40][CH2:38][C:30]3[CH:31]=[CH:32][C:33](=[O:36])[NH:34][CH:35]=3)[N:12]=2)[CH:6]=[CH:7][C:8]=1[O:9][CH3:10]. (4) Given the reactants C[O:2][C:3](=[O:28])[C:4]1[CH:9]=[C:8]([C:10](=[O:26])[C:11]2[CH:16]=[CH:15][C:14]([O:17][CH2:18][C:19]3[CH:24]=[CH:23][CH:22]=[C:21]([Cl:25])[CH:20]=3)=[CH:13][N:12]=2)[CH:7]=[CH:6][C:5]=1F.[F:29][C:30]1[CH:31]=[C:32]([SH:37])[CH:33]=[CH:34][C:35]=1[F:36], predict the reaction product. The product is: [Cl:25][C:21]1[CH:20]=[C:19]([CH:24]=[CH:23][CH:22]=1)[CH2:18][O:17][C:14]1[CH:15]=[CH:16][C:11]([C:10]([C:8]2[CH:7]=[CH:6][C:5]([S:37][C:32]3[CH:33]=[CH:34][C:35]([F:36])=[C:30]([F:29])[CH:31]=3)=[C:4]([CH:9]=2)[C:3]([OH:2])=[O:28])=[O:26])=[N:12][CH:13]=1. (5) Given the reactants [C:1]([OH:13])(=O)[CH2:2][CH2:3][CH2:4][CH2:5][CH2:6][CH2:7][CH2:8][CH2:9][C:10]#[CH:11].[NH2:14][C@@H:15]1[C@H:19]2[O:20][CH2:21][C@H:22]([NH:23][C:24]([CH:26]3[CH2:28][CH2:27]3)=[O:25])[C@H:18]2[O:17][CH2:16]1, predict the reaction product. The product is: [C:1]([NH:14][C@@H:15]1[C@H:19]2[O:20][CH2:21][C@H:22]([NH:23][C:24]([CH:26]3[CH2:27][CH2:28]3)=[O:25])[C@H:18]2[O:17][CH2:16]1)(=[O:13])[CH2:2][CH2:3][CH2:4][CH2:5][CH2:6][CH2:7][CH2:8][CH2:9][C:10]#[CH:11]. (6) The product is: [F:13][C:14]1[C:15]([B:28]([OH:29])[OH:32])=[CH:16][C:17]([CH:20]([N:22]2[CH2:27][CH2:26][O:25][CH2:24][CH2:23]2)[CH3:21])=[CH:18][N:19]=1. Given the reactants C(NC(C)C)(C)C.C([Li])CCC.[F:13][C:14]1[N:19]=[CH:18][C:17]([CH:20]([N:22]2[CH2:27][CH2:26][O:25][CH2:24][CH2:23]2)[CH3:21])=[CH:16][C:15]=1[B:28]1[O:32]C(C)(C)C(C)(C)[O:29]1.B(OC(C)C)(OC(C)C)OC(C)C, predict the reaction product. (7) The product is: [N:23]1[CH:22]=[C:21]([C:16]2[CH:17]=[C:18]3[C:13](=[CH:14][CH:15]=2)[CH:12]=[C:11]([CH2:10][CH2:9][OH:8])[CH:20]=[CH:19]3)[CH:26]=[N:25][CH:24]=1. Given the reactants [Si]([O:8][CH2:9][CH2:10][C:11]1[CH:12]=[C:13]2[C:18](=[CH:19][CH:20]=1)[CH:17]=[C:16]([C:21]1[CH:22]=[N:23][CH:24]=[N:25][CH:26]=1)[CH:15]=[CH:14]2)(C(C)(C)C)(C)C.CCCC[N+](CCCC)(CCCC)CCCC.[F-].O, predict the reaction product. (8) Given the reactants [CH3:1][C:2]1[CH:7]=[C:6]([CH3:8])[N:5]2[N:9]=[C:10]([S:12][CH2:13][C:14]([OH:16])=O)[N:11]=[C:4]2[N:3]=1.[CH3:17][O:18][C:19]1[CH:24]=[CH:23][C:22]([NH2:25])=[CH:21][CH:20]=1, predict the reaction product. The product is: [CH3:1][C:2]1[CH:7]=[C:6]([CH3:8])[N:5]2[N:9]=[C:10]([S:12][CH2:13][C:14]([NH:25][C:22]3[CH:23]=[CH:24][C:19]([O:18][CH3:17])=[CH:20][CH:21]=3)=[O:16])[N:11]=[C:4]2[N:3]=1. (9) The product is: [OH:14][CH2:13][C:10]1[CH:11]=[CH:12][C:6]2[S:5][CH2:4][CH2:3][C:2](=[O:1])[NH:8][C:7]=2[CH:9]=1. Given the reactants [O:1]=[C:2]1[NH:8][C:7]2[CH:9]=[C:10]([C:13](OC)=[O:14])[CH:11]=[CH:12][C:6]=2[S:5][CH2:4][CH2:3]1.[BH4-].[Li+], predict the reaction product. (10) Given the reactants [NH2:1][CH2:2][C:3]1[CH:4]=[C:5]([C:9]2[CH:10]=[C:11]3[C:16](=[CH:17][CH:18]=2)[N:15]([CH3:19])[C:14](=[O:20])[CH2:13][CH2:12]3)[CH:6]=[N:7][CH:8]=1.[CH:21]1([C:24](O)=[O:25])[CH2:23][CH2:22]1, predict the reaction product. The product is: [CH3:19][N:15]1[C:16]2[C:11](=[CH:10][C:9]([C:5]3[CH:4]=[C:3]([CH2:2][NH:1][C:24]([CH:21]4[CH2:23][CH2:22]4)=[O:25])[CH:8]=[N:7][CH:6]=3)=[CH:18][CH:17]=2)[CH2:12][CH2:13][C:14]1=[O:20].